This data is from Rat liver microsome stability data. The task is: Regression/Classification. Given a drug SMILES string, predict its absorption, distribution, metabolism, or excretion properties. Task type varies by dataset: regression for continuous measurements (e.g., permeability, clearance, half-life) or binary classification for categorical outcomes (e.g., BBB penetration, CYP inhibition). Dataset: rlm. The molecule is CCN1CCN(C(=O)CCCn2nc(C)c3c(C)n(-c4ccc(C)cc4)nc3c2=O)CC1. The result is 1 (stable in rat liver microsomes).